Dataset: Reaction yield outcomes from USPTO patents with 853,638 reactions. Task: Predict the reaction yield, written as a fraction of the theoretical maximum amount of product (1.0 means a 100% yield; for example, 0.34 means a 34% yield). (1) The reactants are [Cl:1][C:2]1[N:7]=[C:6](S(C)(=O)=O)[N:5]=[C:4]([NH:12][CH2:13][C:14]2[S:18][C:17]([CH3:19])=[N:16][C:15]=2[CH3:20])[C:3]=1[CH3:21].[NH:22]1[C:26]2[CH:27]=[CH:28][CH:29]=[CH:30][C:25]=2[N:24]=[C:23]1[CH2:31][CH2:32][CH2:33][OH:34].C[Si]([N-][Si](C)(C)C)(C)C.[Na+]. The catalyst is C1COCC1. The product is [NH:22]1[C:26]2[CH:27]=[CH:28][CH:29]=[CH:30][C:25]=2[N:24]=[C:23]1[CH2:31][CH2:32][CH2:33][O:34][C:6]1[N:5]=[C:4]([NH:12][CH2:13][C:14]2[S:18][C:17]([CH3:19])=[N:16][C:15]=2[CH3:20])[C:3]([CH3:21])=[C:2]([Cl:1])[N:7]=1. The yield is 0.820. (2) The reactants are [OH:1][C:2]1[CH:7]=[C:6]([CH3:8])[C:5]([C:9](=[O:11])[CH3:10])=[C:4]([CH3:12])[CH:3]=1.[CH3:13][CH:14]1[CH2:16][O:15]1. The catalyst is [OH-].[Na+].O. The product is [OH:15][CH:14]([CH3:16])[CH2:13][O:1][C:2]1[CH:3]=[C:4]([CH3:12])[C:5]([C:9](=[O:11])[CH3:10])=[C:6]([CH3:8])[CH:7]=1. The yield is 0.660. (3) The reactants are [C:1]([O:5][C:6](=[O:35])[NH:7][CH2:8][CH2:9][CH2:10][NH:11][CH:12]([C:16]1[N:17]([CH2:27][C:28]2[CH:33]=[CH:32][CH:31]=[C:30]([F:34])[CH:29]=2)[C:18](=[O:26])[C:19]2[C:24]([CH3:25])=[N:23][O:22][C:20]=2[N:21]=1)[CH:13]([CH3:15])[CH3:14])([CH3:4])([CH3:3])[CH3:2].[C:36]1([CH3:45])[CH:41]=[CH:40][C:39]([C:42](Cl)=[O:43])=[CH:38][CH:37]=1.C(N(C(C)C)CC)(C)C. The catalyst is C(Cl)Cl. The product is [C:1]([O:5][C:6](=[O:35])[NH:7][CH2:8][CH2:9][CH2:10][N:11]([CH:12]([C:16]1[N:17]([CH2:27][C:28]2[CH:33]=[CH:32][CH:31]=[C:30]([F:34])[CH:29]=2)[C:18](=[O:26])[C:19]2[C:24]([CH3:25])=[N:23][O:22][C:20]=2[N:21]=1)[CH:13]([CH3:14])[CH3:15])[C:42](=[O:43])[C:39]1[CH:40]=[CH:41][C:36]([CH3:45])=[CH:37][CH:38]=1)([CH3:3])([CH3:4])[CH3:2]. The yield is 0.540. (4) The reactants are Br[C:2]1[C:7]([CH3:8])=[CH:6][CH:5]=[CH:4][N:3]=1.C([O-])([O-])=O.[K+].[K+].N#N.[C:17]([O:21][C:22]([C:24]1[CH:25]=[C:26](B(O)O)[CH:27]=[CH:28][CH:29]=1)=[O:23])([CH3:20])([CH3:19])[CH3:18].CS(O)(=O)=O.[OH-].[Na+]. The catalyst is C1(C)C=CC=CC=1.C1C=CC(P(C2C=CC=CC=2)[C-]2C=CC=C2)=CC=1.C1C=CC(P(C2C=CC=CC=2)[C-]2C=CC=C2)=CC=1.Cl[Pd]Cl.[Fe+2].C(Cl)Cl.O. The product is [C:17]([O:21][C:22](=[O:23])[C:24]1[CH:25]=[CH:26][CH:27]=[C:28]([C:2]2[C:7]([CH3:8])=[CH:6][CH:5]=[CH:4][N:3]=2)[CH:29]=1)([CH3:20])([CH3:18])[CH3:19]. The yield is 0.820. (5) The catalyst is [Cu]I.CCOC(C)=O.O.CS(C)=O. The product is [F:1][C:2]1[CH:8]=[CH:7][C:5]([NH:6][C:10]2[CH:15]=[CH:14][C:13]([O:16][CH3:17])=[CH:12][CH:11]=2)=[CH:4][CH:3]=1. The reactants are [F:1][C:2]1[CH:8]=[CH:7][C:5]([NH2:6])=[CH:4][CH:3]=1.I[C:10]1[CH:15]=[CH:14][C:13]([O:16][CH3:17])=[CH:12][CH:11]=1.C([O-])([O-])=O.[K+].[K+].N1CCC[C@H]1C(O)=O. The yield is 0.778.